From a dataset of Reaction yield outcomes from USPTO patents with 853,638 reactions. Predict the reaction yield, written as a fraction of the theoretical maximum amount of product (1.0 means a 100% yield; for example, 0.34 means a 34% yield). (1) The reactants are [CH3:1][S:2][S:3][CH2:4][CH2:5][S:6](=[O:8])[CH3:7].S([O-])([O-])(=O)=[O:10].[Mg+2].[Mn]([O-])(=O)(=O)=O.[K+]. The catalyst is CC(C)=O. The product is [CH3:1][S:2][S:3][CH2:4][CH2:5][S:6](=[O:10])(=[O:8])[CH3:7]. The yield is 0.870. (2) The reactants are [CH3:1][O:2][C:3](=[O:19])[CH2:4][P:5]([O:13][CH2:14][C:15]([F:18])([F:17])[F:16])([O:7][CH2:8][C:9]([F:12])([F:11])[F:10])=[O:6].C[Si]([N-][Si](C)(C)C)(C)C.[Na+].Br[CH2:31][C:32]([CH3:55])=[CH:33][CH2:34][C:35]1[C:43]([O:44][CH2:45][CH2:46][Si:47]([CH3:50])([CH3:49])[CH3:48])=[C:42]2[C:38]([CH2:39][O:40][C:41]2=[O:51])=[C:37]([CH3:52])[C:36]=1[O:53][CH3:54].[Cl-].[NH4+]. The catalyst is C1COCC1.CCOC(C)=O. The product is [CH3:1][O:2][C:3](=[O:19])[CH:4]([P:5]([O:7][CH2:8][C:9]([F:12])([F:10])[F:11])([O:13][CH2:14][C:15]([F:18])([F:16])[F:17])=[O:6])[CH2:31][C:32]([CH3:55])=[CH:33][CH2:34][C:35]1[C:43]([O:44][CH2:45][CH2:46][Si:47]([CH3:50])([CH3:48])[CH3:49])=[C:42]2[C:38](=[C:37]([CH3:52])[C:36]=1[O:53][CH3:54])[CH2:39][O:40][C:41]2=[O:51]. The yield is 0.480. (3) The reactants are Br[CH2:2][C:3]([C:5]1[CH:13]=[CH:12][C:8]([C:9]([OH:11])=[O:10])=[CH:7][CH:6]=1)=O.[CH2:14]([O:16][C:17](=[O:21])[C:18]([NH2:20])=[S:19])[CH3:15]. The catalyst is C1(C)C=CC=CC=1. The product is [CH2:14]([O:16][C:17]([C:18]1[S:19][CH:2]=[C:3]([C:5]2[CH:13]=[CH:12][C:8]([C:9]([OH:11])=[O:10])=[CH:7][CH:6]=2)[N:20]=1)=[O:21])[CH3:15]. The yield is 0.740. (4) The reactants are Cl.[CH3:2][O:3][C:4]1[CH:5]=[C:6]2[C:11](=[C:12]([N:14]3[CH2:19][CH2:18][N:17]([CH3:20])[CH2:16][CH2:15]3)[CH:13]=1)[O:10][CH:9]([C:21]([OH:23])=O)[CH2:8][CH2:7]2.[NH2:24][C:25]1[CH:30]=[CH:29][C:28]([N:31]2[CH2:36][CH2:35][N:34]([C:37](=[O:40])[CH2:38][CH3:39])[CH2:33][CH2:32]2)=[CH:27][CH:26]=1. No catalyst specified. The product is [CH3:2][O:3][C:4]1[CH:5]=[C:6]2[C:11](=[C:12]([N:14]3[CH2:15][CH2:16][N:17]([CH3:20])[CH2:18][CH2:19]3)[CH:13]=1)[O:10][CH:9]([C:21]([NH:24][C:25]1[CH:26]=[CH:27][C:28]([N:31]3[CH2:32][CH2:33][N:34]([C:37](=[O:40])[CH2:38][CH3:39])[CH2:35][CH2:36]3)=[CH:29][CH:30]=1)=[O:23])[CH2:8][CH2:7]2. The yield is 0.530. (5) The reactants are [K+].[NH2:2][C:3]1[CH:8]=[CH:7][C:6]([S:9]([N:12]([CH2:22][CH:23]([CH3:25])[CH3:24])[C@H:13]([C:19]([O-:21])=[O:20])[CH2:14][CH2:15][CH2:16][CH2:17][NH2:18])(=[O:11])=[O:10])=[CH:5][CH:4]=1.[OH2:26].CCO[C:30]([CH3:32])=[O:31].[CH2:33]1[CH2:37]O[CH2:35][CH2:34]1. No catalyst specified. The product is [CH3:35][C:34]1[CH:4]=[CH:5][C:6]([S:9]([NH:12][C@H:32]([C:30]([NH:18][CH2:17][CH2:16][CH2:15][CH2:14][C@H:13]([N:12]([S:9]([C:6]2[CH:7]=[CH:8][C:3]([NH2:2])=[CH:4][CH:5]=2)(=[O:11])=[O:10])[CH2:22][CH:23]([CH3:25])[CH3:24])[C:19]([OH:21])=[O:20])=[O:31])[CH2:37][C:33]2[CH:3]=[CH:8][CH:7]=[CH:35][CH:34]=2)(=[O:10])=[O:26])=[CH:37][CH:33]=1. The yield is 0.0460. (6) The reactants are [CH3:1][O:2][C:3](=[O:25])[CH2:4][C:5]1[C:14]([CH3:15])=[C:13](OS(C(F)(F)F)(=O)=O)[C:12]2[C:7](=[CH:8][CH:9]=[C:10]([F:24])[CH:11]=2)[CH:6]=1.[B:26]1([B:26]2[O:30][C:29]([CH3:32])([CH3:31])[C:28]([CH3:34])([CH3:33])[O:27]2)[O:30][C:29]([CH3:32])([CH3:31])[C:28]([CH3:34])([CH3:33])[O:27]1.C([O-])(=O)C.[K+].C(OCC)(=O)C.CCCCCC. The catalyst is CN(C=O)C.C1C=CC([P]([Pd]([P](C2C=CC=CC=2)(C2C=CC=CC=2)C2C=CC=CC=2)([P](C2C=CC=CC=2)(C2C=CC=CC=2)C2C=CC=CC=2)[P](C2C=CC=CC=2)(C2C=CC=CC=2)C2C=CC=CC=2)(C2C=CC=CC=2)C2C=CC=CC=2)=CC=1. The product is [CH3:1][O:2][C:3](=[O:25])[CH2:4][C:5]1[C:14]([CH3:15])=[C:13]([B:26]2[O:30][C:29]([CH3:32])([CH3:31])[C:28]([CH3:34])([CH3:33])[O:27]2)[C:12]2[C:7](=[CH:8][CH:9]=[C:10]([F:24])[CH:11]=2)[CH:6]=1. The yield is 0.800. (7) The reactants are Br[C:2]1[CH:3]=[C:4]2[C:9](=[CH:10][CH:11]=1)[C:8]([C:12]([F:15])([F:14])[F:13])=[C:7]([O:16][C@H:17]1[CH2:22][CH2:21][C@H:20]([C:23]([CH3:26])([CH3:25])[CH3:24])[CH2:19][CH2:18]1)[CH:6]=[CH:5]2.C(P(C(C)(C)C)C1C=CC=CC=1C1C=CC=CC=1C)(C)(C)C.C(=O)([O-])[O-].[Cs+].[Cs+].COCCOC.[CH3:61][O:62][C:63](=[O:70])[CH2:64][CH2:65][CH2:66][N+:67]([O-:69])=[O:68]. The catalyst is C1C=CC(/C=C/C(/C=C/C2C=CC=CC=2)=O)=CC=1.C1C=CC(/C=C/C(/C=C/C2C=CC=CC=2)=O)=CC=1.C1C=CC(/C=C/C(/C=C/C2C=CC=CC=2)=O)=CC=1.[Pd].[Pd]. The product is [C:23]([C@H:20]1[CH2:21][CH2:22][C@H:17]([O:16][C:7]2[C:8]([C:12]([F:13])([F:14])[F:15])=[C:9]3[C:4](=[CH:5][CH:6]=2)[CH:3]=[C:2]([CH:66]([N+:67]([O-:69])=[O:68])[CH2:65][CH2:64][C:63]([O:62][CH3:61])=[O:70])[CH:11]=[CH:10]3)[CH2:18][CH2:19]1)([CH3:26])([CH3:24])[CH3:25]. The yield is 0.410. (8) The reactants are [Cl:1][C:2]1[N:3]=[C:4]([N:12]2[CH2:17][CH2:16][O:15][CH2:14][CH2:13]2)[C:5]2[S:10][C:9](I)=[CH:8][C:6]=2[N:7]=1.[CH3:18][O:19][CH2:20]/[CH:21]=[CH:22]/B1OC(C)(C)C(C)(C)O1. The catalyst is C([O-])([O-])=O.[Na+].[Na+].C(#N)C.Cl[Pd](Cl)([P](C1C=CC=CC=1)(C1C=CC=CC=1)C1C=CC=CC=1)[P](C1C=CC=CC=1)(C1C=CC=CC=1)C1C=CC=CC=1. The product is [Cl:1][C:2]1[N:3]=[C:4]([N:12]2[CH2:17][CH2:16][O:15][CH2:14][CH2:13]2)[C:5]2[S:10][C:9](/[CH:22]=[CH:21]/[CH2:20][O:19][CH3:18])=[CH:8][C:6]=2[N:7]=1. The yield is 0.680.